This data is from Experimentally validated miRNA-target interactions with 360,000+ pairs, plus equal number of negative samples. The task is: Binary Classification. Given a miRNA mature sequence and a target amino acid sequence, predict their likelihood of interaction. The miRNA is mmu-miR-3089-5p with sequence UGAGUUCAGGGACAGCGUGUCU. The protein sequence of the target gene is MTVGRTAGGPECAEWSREIFPPKSSSSDTEPEDEQFGEGLVLPRAGKLHEFLSPEEDTDSTSDSTGSFYRTPQVPKQRGRWDVLESLFQSDPDSDLNDAEDEEDLESFFQDKSRGKPQVQDPPSLRHGSMRRCSSMTSLPSDIPKARILPTSDSGPPSQHRSVCSWASSITVPQPFRMTLREARKKAQWLASPASFEQERLQAQKQGEEEAECHRQFRAQPVPAHVYLPLYQEIMERREARRRAGIRKRKELLLSSLKPFSFLEKKEQQKEDAPQRDSAAVAQTKVSPKKATSRKIPKSI.... Result: 1 (interaction).